From a dataset of Catalyst prediction with 721,799 reactions and 888 catalyst types from USPTO. Predict which catalyst facilitates the given reaction. Reactant: [NH2:1][C@@H:2]([C:5]1[CH:10]=[CH:9][CH:8]=[C:7]([Cl:11])[CH:6]=1)[CH2:3][OH:4].C([O-])(O)=O.[Na+].[CH3:17][C:18]([O:21][C:22](O[C:22]([O:21][C:18]([CH3:20])([CH3:19])[CH3:17])=[O:23])=[O:23])([CH3:20])[CH3:19].O. Product: [Cl:11][C:7]1[CH:6]=[C:5]([C@H:2]([NH:1][C:22](=[O:23])[O:21][C:18]([CH3:20])([CH3:19])[CH3:17])[CH2:3][OH:4])[CH:10]=[CH:9][CH:8]=1. The catalyst class is: 230.